Dataset: Reaction yield outcomes from USPTO patents with 853,638 reactions. Task: Predict the reaction yield, written as a fraction of the theoretical maximum amount of product (1.0 means a 100% yield; for example, 0.34 means a 34% yield). The reactants are [CH3:1][C:2](=[CH2:22])[CH2:3][O:4][C:5]1[CH:10]=[CH:9][C:8]([N+:11]([O-:13])=[O:12])=[CH:7][C:6]=1[NH:14]C(=O)OC(C)(C)C.N([O-])=O.[Na+].C([O-])(O)=O.[Na+].[N-:32]=[N+:33]=[N-].[Na+]. The catalyst is Cl.O. The product is [N:14]([C:6]1[CH:7]=[C:8]([N+:11]([O-:13])=[O:12])[CH:9]=[CH:10][C:5]=1[O:4][CH2:3][C:2]([CH3:1])=[CH2:22])=[N+:32]=[N-:33]. The yield is 0.920.